Dataset: Full USPTO retrosynthesis dataset with 1.9M reactions from patents (1976-2016). Task: Predict the reactants needed to synthesize the given product. (1) The reactants are: [CH3:1][C:2]1[CH:7]=[CH:6][C:5](B(O)O)=[CH:4][C:3]=1[NH:11][C:12](=[O:27])[C:13]1[CH:18]=[CH:17][C:16]([O:19][CH2:20][C:21]2[CH:26]=[CH:25][CH:24]=[CH:23][N:22]=2)=[CH:15][CH:14]=1.C([O-])([O-])=O.[Cs+].[Cs+].Br[C:35]1[N:36]=[CH:37][NH:38][CH:39]=1. Given the product [NH:36]1[CH:35]=[C:39]([C:5]2[CH:6]=[CH:7][C:2]([CH3:1])=[C:3]([NH:11][C:12](=[O:27])[C:13]3[CH:18]=[CH:17][C:16]([O:19][CH2:20][C:21]4[CH:26]=[CH:25][CH:24]=[CH:23][N:22]=4)=[CH:15][CH:14]=3)[CH:4]=2)[N:38]=[CH:37]1, predict the reactants needed to synthesize it. (2) The reactants are: [C:1]([C:3]1[CH:23]=[C:22]([C:24]2[N:29]=[C:28]([NH:30][C:31]3[CH:36]=[CH:35][C:34]([N:37]4[CH2:42][CH2:41][N:40]([CH:43]5[CH2:46][O:45][CH2:44]5)[CH2:39][CH2:38]4)=[CH:33][CH:32]=3)[N:27]=[CH:26][N:25]=2)[CH:21]=[CH:20][C:4]=1[O:5][C@H:6]1[CH2:11][CH2:10][N:9](C(OC(C)(C)C)=O)[C@H:8]([CH3:19])[CH2:7]1)#[N:2]. Given the product [CH3:19][C@@H:8]1[CH2:7][C@@H:6]([O:5][C:4]2[CH:20]=[CH:21][C:22]([C:24]3[N:29]=[C:28]([NH:30][C:31]4[CH:32]=[CH:33][C:34]([N:37]5[CH2:42][CH2:41][N:40]([CH:43]6[CH2:44][O:45][CH2:46]6)[CH2:39][CH2:38]5)=[CH:35][CH:36]=4)[N:27]=[CH:26][N:25]=3)=[CH:23][C:3]=2[C:1]#[N:2])[CH2:11][CH2:10][NH:9]1, predict the reactants needed to synthesize it. (3) Given the product [Cl:1][C:2]1[CH:10]=[CH:9][C:8]2[N:7]([CH:11]=[C:12]([C:14]3[CH:15]=[CH:16][CH:17]=[CH:18][CH:19]=3)[C:20]3[CH:25]=[CH:24][CH:23]=[CH:22][CH:21]=3)[C:6]3[CH2:26][CH2:27][N:28]([CH3:30])[CH2:29][C:5]=3[C:4]=2[CH:3]=1, predict the reactants needed to synthesize it. The reactants are: [Cl:1][C:2]1[CH:10]=[CH:9][C:8]2[N:7]([CH2:11][C:12]([C:20]3[CH:25]=[CH:24][CH:23]=[CH:22][CH:21]=3)([C:14]3[CH:19]=[CH:18][CH:17]=[CH:16][CH:15]=3)O)[C:6]3[CH2:26][CH2:27][N:28]([CH3:30])[CH2:29][C:5]=3[C:4]=2[CH:3]=1.S(Cl)(Cl)=O.[OH-].[Na+].